The task is: Predict the reaction yield, written as a fraction of the theoretical maximum amount of product (1.0 means a 100% yield; for example, 0.34 means a 34% yield).. This data is from Reaction yield outcomes from USPTO patents with 853,638 reactions. (1) The reactants are [Br:1][C:2]1[CH:10]=[CH:9][C:8]([O:11][CH3:12])=[CH:7][C:3]=1[C:4](Cl)=[O:5].[CH3:13][Zn]C. The catalyst is C1(C)C=CC=CC=1. The product is [Br:1][C:2]1[CH:10]=[CH:9][C:8]([O:11][CH3:12])=[CH:7][C:3]=1[C:4](=[O:5])[CH3:13]. The yield is 0.990. (2) The reactants are C(=O)([O-])[O-].[K+].[K+].[C:7]([O:13][CH2:14]Cl)(=[O:12])[C:8]([CH3:11])([CH3:10])[CH3:9].[I-].[Na+].[CH3:18][N:19]([CH3:39])[CH:20]1[CH2:25][CH2:24][N:23]([C:26](=[O:38])[CH2:27][CH2:28][C:29]2[N:30]([CH2:34][C:35]([OH:37])=[O:36])[CH:31]=[CH:32][N:33]=2)[CH2:22][CH2:21]1. The catalyst is CN(C=O)C.C(OCC)(=O)C. The product is [C:7]([O:13][CH2:14][O:37][C:35](=[O:36])[CH2:34][N:30]1[CH:31]=[CH:32][N:33]=[C:29]1[CH2:28][CH2:27][C:26]([N:23]1[CH2:24][CH2:25][CH:20]([N:19]([CH3:18])[CH3:39])[CH2:21][CH2:22]1)=[O:38])(=[O:12])[C:8]([CH3:11])([CH3:10])[CH3:9]. The yield is 0.260. (3) The reactants are [S:1]1[C:5]2[CH:6]=[CH:7][C:8]([C:10]3[CH:11]=[C:12]([CH:15]=[CH:16][CH:17]=3)[CH:13]=[O:14])=[CH:9][C:4]=2[CH:3]=[CH:2]1.[BH4-].[Na+].C(O)(=O)CC(CC(O)=O)(C(O)=O)O. The catalyst is C(O)C.O1CCCC1. The product is [S:1]1[C:5]2[CH:6]=[CH:7][C:8]([C:10]3[CH:11]=[C:12]([CH2:13][OH:14])[CH:15]=[CH:16][CH:17]=3)=[CH:9][C:4]=2[CH:3]=[CH:2]1. The yield is 0.990. (4) The reactants are [CH3:1][C:2]1[N:6]([CH2:7][C:8]2[C:17]3[C:12](=[CH:13][CH:14]=[CH:15][CH:16]=3)[CH:11]=[CH:10][CH:9]=2)[C:5]2[CH:18]=[C:19]([N:24]3[CH2:29][CH2:28][O:27][CH2:26][CH2:25]3)[CH:20]=[C:21]([C:22]#[N:23])[C:4]=2[N:3]=1.[C:30]([NH:33][NH2:34])(=O)[CH3:31].C(=O)([O-])[O-].[K+].[K+].C(Cl)Cl. The catalyst is C(O)CCC.O. The product is [CH3:1][C:2]1[N:6]([CH2:7][C:8]2[C:17]3[C:12](=[CH:13][CH:14]=[CH:15][CH:16]=3)[CH:11]=[CH:10][CH:9]=2)[C:5]2[CH:18]=[C:19]([N:24]3[CH2:29][CH2:28][O:27][CH2:26][CH2:25]3)[CH:20]=[C:21]([C:22]3[NH:34][N:33]=[C:30]([CH3:31])[N:23]=3)[C:4]=2[N:3]=1. The yield is 0.250.